Dataset: Catalyst prediction with 721,799 reactions and 888 catalyst types from USPTO. Task: Predict which catalyst facilitates the given reaction. (1) Reactant: [OH:1][CH:2]1[CH2:7][CH2:6][CH:5]([C:8]([O:10][CH2:11][CH3:12])=[O:9])[CH2:4][CH2:3]1.[C:13]([Si:17](Cl)([C:24]1[CH:29]=[CH:28][CH:27]=[CH:26][CH:25]=1)[C:18]1[CH:23]=[CH:22][CH:21]=[CH:20][CH:19]=1)([CH3:16])([CH3:15])[CH3:14].N1C=CN=C1. Product: [Si:17]([O:1][CH:2]1[CH2:3][CH2:4][CH:5]([C:8]([O:10][CH2:11][CH3:12])=[O:9])[CH2:6][CH2:7]1)([C:13]([CH3:16])([CH3:15])[CH3:14])([C:24]1[CH:25]=[CH:26][CH:27]=[CH:28][CH:29]=1)[C:18]1[CH:23]=[CH:22][CH:21]=[CH:20][CH:19]=1. The catalyst class is: 3. (2) Reactant: [CH3:1][NH:2][C:3]1[CH:8]=[CH:7][CH:6]=[CH:5][C:4]=1[NH2:9].[C:10]([C:14]1[C:15]([OH:26])=[C:16]([CH:19]=[C:20]([C:22]([CH3:25])([CH3:24])[CH3:23])[CH:21]=1)[CH:17]=O)([CH3:13])([CH3:12])[CH3:11]. Product: [C:10]([C:14]1[CH:21]=[C:20]([C:22]([CH3:25])([CH3:24])[CH3:23])[CH:19]=[C:16]([CH:17]=[N:9][C:4]2[CH:5]=[CH:6][CH:7]=[CH:8][C:3]=2[NH:2][CH3:1])[C:15]=1[OH:26])([CH3:13])([CH3:12])[CH3:11]. The catalyst class is: 48.